From a dataset of Full USPTO retrosynthesis dataset with 1.9M reactions from patents (1976-2016). Predict the reactants needed to synthesize the given product. (1) The reactants are: [CH3:1][S:2]([C:5]1[CH:6]=[CH:7][C:8]([O:18]CC2C=CC(OC)=CC=2)=[C:9]([C:11](=O)[CH2:12][CH2:13][C:14](=O)[CH3:15])[CH:10]=1)(=[O:4])=[O:3].[CH2:28]([O:30][C:31](=[O:39])[C:32]1[CH:37]=[CH:36][CH:35]=[C:34]([NH2:38])[CH:33]=1)[CH3:29].C1(C)C=CC(S(O)(=O)=O)=CC=1. Given the product [CH2:28]([O:30][C:31](=[O:39])[C:32]1[CH:37]=[CH:36][CH:35]=[C:34]([N:38]2[C:14]([CH3:15])=[CH:13][CH:12]=[C:11]2[C:9]2[CH:10]=[C:5]([S:2]([CH3:1])(=[O:3])=[O:4])[CH:6]=[CH:7][C:8]=2[OH:18])[CH:33]=1)[CH3:29], predict the reactants needed to synthesize it. (2) Given the product [C:17]([CH:12]1[C:11](=[O:16])[CH2:10][CH:9]([C:4]2[CH:5]=[CH:6][CH:7]=[CH:8][C:3]=2[O:2][CH3:1])[CH2:14][C:13]1=[O:15])(=[O:19])[CH3:18], predict the reactants needed to synthesize it. The reactants are: [CH3:1][O:2][C:3]1[CH:8]=[CH:7][CH:6]=[CH:5][C:4]=1[CH:9]1[CH2:14][C:13](=[O:15])[CH2:12][C:11](=[O:16])[CH2:10]1.[C:17]([O-])(=[O:19])[CH3:18].[Na+].C(C1C(=O)CC(C2C=CC(F)=CC=2)CC1=O)(=O)C. (3) Given the product [C:34]([O:33][C:31](=[O:32])[CH2:30][O:1][C:2]1[CH:7]=[CH:6][C:5]([S:8][C:9]2[CH:14]=[CH:13][C:12]([OH:15])=[C:11]([CH3:16])[CH:10]=2)=[CH:4][C:3]=1[CH3:17])([CH3:37])([CH3:36])[CH3:35], predict the reactants needed to synthesize it. The reactants are: [OH:1][C:2]1[CH:7]=[CH:6][C:5]([S:8][C:9]2[CH:14]=[CH:13][C:12]([OH:15])=[C:11]([CH3:16])[CH:10]=2)=[CH:4][C:3]=1[CH3:17].C([O-])([O-])=O.[Cs+].[Cs+].CN(C=O)C.Br[CH2:30][C:31]([O:33][C:34]([CH3:37])([CH3:36])[CH3:35])=[O:32]. (4) Given the product [C:40]([O:44][C:45](=[O:49])[CH2:46][N:47]([CH:18]=[C:17]1[C:16]2[C:15]([CH3:30])([C:14]3[CH:5]([O:4][C:2](=[O:3])[CH3:1])[CH2:6][C:7]4([CH3:31])[CH:8]([C:13]=3[C:21](=[O:22])[C:20]=2[OH:19])[CH2:9][CH2:10][CH:11]4[OH:12])[CH:26]([CH2:27][O:28][CH3:29])[O:25][C:23]1=[O:24])[CH3:48])([CH3:43])([CH3:42])[CH3:41], predict the reactants needed to synthesize it. The reactants are: [CH3:1][C:2]([O:4][C@H:5]1[C:14]2[C@@:15]3([CH3:30])[C@@H:26]([CH2:27][O:28][CH3:29])[O:25][C:23](=[O:24])[C:17]4=[CH:18][O:19][C:20]([C:21](=[O:22])[C:13]=2[C@@H:8]2[CH2:9][CH2:10][C@H:11]([OH:12])[C@@:7]2([CH3:31])[CH2:6]1)=[C:16]34)=[O:3].C(N(CC)CC)C.Cl.[C:40]([O:44][C:45](=[O:49])[CH2:46][NH:47][CH3:48])([CH3:43])([CH3:42])[CH3:41]. (5) Given the product [N+:1]([C:4]1[CH:5]=[N:6][CH:7]=[CH:8][C:9]=1[N:10]1[CH2:15][CH2:14][N:13]([CH:18]2[CH2:19][CH2:20][O:16][CH2:17]2)[CH2:12][CH2:11]1)([O-:3])=[O:2], predict the reactants needed to synthesize it. The reactants are: [N+:1]([C:4]1[CH:5]=[N:6][CH:7]=[CH:8][C:9]=1[N:10]1[CH2:15][CH2:14][NH:13][CH2:12][CH2:11]1)([O-:3])=[O:2].[O:16]1[CH2:20][CH2:19][C:18](=O)[CH2:17]1.C(O)(=O)C.[BH-](OC(C)=O)(OC(C)=O)OC(C)=O.[Na+]. (6) Given the product [F:17][C@H:2]1[CH2:3][C@@:4]2([CH3:5])[C@@H:30]([CH2:31][CH2:32][C:33]2=[O:37])[C@H:29]2[C@H:20]1[C@@H:21]1[C:26]([CH2:27][CH2:28]2)=[CH:25][C:24](=[O:38])[CH2:23][CH2:22]1, predict the reactants needed to synthesize it. The reactants are: F[C:2]([F:17])(S(F)(=O)=O)[C:3](F)(F)[C:4](F)(F)[C:5](F)(F)F.O[C@@H]1C[C@@]2(C)[C@@H:30]([CH2:31][CH2:32][C:33]2=[O:37])[C@H:29]2[C@H:20]1[C@@H:21]1[C:26]([CH2:27][CH2:28]2)=[CH:25][C:24](=[O:38])[CH2:23][CH2:22]1. (7) Given the product [CH:31]1[C:32]2[C:37](=[CH:36][CH:35]=[CH:34][CH:33]=2)[CH:38]=[CH:39][C:30]=1[CH2:29][CH2:28][O:27][C:23]1[CH:22]=[C:21]([CH:26]=[CH:25][CH:24]=1)[CH2:20][C@@H:11]([C:10]([OH:40])=[O:9])[NH2:12], predict the reactants needed to synthesize it. The reactants are: FC(F)(F)C(O)=O.C[O:9][C:10](=[O:40])[C@H:11]([CH2:20][C:21]1[CH:26]=[CH:25][CH:24]=[C:23]([O:27][CH2:28][CH2:29][C:30]2[CH:39]=[CH:38][C:37]3[C:32](=[CH:33][CH:34]=[CH:35][CH:36]=3)[CH:31]=2)[CH:22]=1)[NH:12]C(OC(C)(C)C)=O.O.[OH-].[Li+].Cl. (8) Given the product [Br:1][C:2]1[CH:3]=[C:4]2[C:8](=[C:9]([C:11]([OH:13])=[O:12])[CH:10]=1)[NH:7][CH:6]=[C:5]2[CH:16]1[CH2:21][CH2:20][CH2:19][S:18](=[O:22])(=[O:23])[CH2:17]1, predict the reactants needed to synthesize it. The reactants are: [Br:1][C:2]1[CH:3]=[C:4]2[C:8](=[C:9]([C:11]([O:13]CC)=[O:12])[CH:10]=1)[NH:7][CH:6]=[C:5]2[CH:16]1[CH2:21][CH2:20][CH2:19][S:18](=[O:23])(=[O:22])[CH2:17]1.CO.[OH-].[Na+]. (9) Given the product [C:1]([O:5][N:6]=[C:7]1[CH2:8][CH2:9][NH:10][CH2:11][CH2:12]1)([CH3:4])([CH3:2])[CH3:3], predict the reactants needed to synthesize it. The reactants are: [C:1]([O:5][N:6]=[C:7]1[CH2:12][CH2:11][N:10](C(O)=O)[CH2:9][CH2:8]1)([CH3:4])([CH3:3])[CH3:2].Cl.O1CCOCC1.C(=O)([O-])O.[Na+].